Dataset: Full USPTO retrosynthesis dataset with 1.9M reactions from patents (1976-2016). Task: Predict the reactants needed to synthesize the given product. (1) Given the product [CH3:4][C:5]1[C:6]([C:2]2[CH:10]=[C:9]3[C:5]([C:6](=[O:21])[N:7]([C:11]4[CH:16]=[CH:15][C:14]([C:17]([F:20])([F:19])[F:18])=[CH:13][CH:12]=4)[NH:8]3)=[CH:4][CH:3]=2)=[N:7][CH:11]=[CH:28][CH:29]=1, predict the reactants needed to synthesize it. The reactants are: Br[C:2]1[CH:10]=[C:9]2[C:5]([C:6](=[O:21])[N:7]([C:11]3[CH:16]=[CH:15][C:14]([C:17]([F:20])([F:19])[F:18])=[CH:13][CH:12]=3)[NH:8]2)=[CH:4][CH:3]=1.[Li+].[Cl-].O1[CH2:29][CH2:28]OCC1. (2) Given the product [Br:27][CH2:28][C:29]([NH:14][C:12]1[S:13][C:9]([C:7]([CH:4]2[CH2:5][CH2:6][O:1][CH2:2][CH2:3]2)=[O:8])=[C:10]([C:15]2[O:16][CH:17]=[CH:18][CH:19]=2)[N:11]=1)=[O:30], predict the reactants needed to synthesize it. The reactants are: [O:1]1[CH2:6][CH2:5][CH:4]([C:7]([C:9]2[S:13][C:12]([NH2:14])=[N:11][C:10]=2[C:15]2[O:16][CH:17]=[CH:18][CH:19]=2)=[O:8])[CH2:3][CH2:2]1.C(N(CC)CC)C.[Br:27][CH2:28][C:29](Br)=[O:30].O. (3) Given the product [CH3:37][O:36][C:28]1[CH:27]=[CH:26][C:25]([B:15]2[O:16][C:17]([CH3:22])([CH3:23])[C:18]([CH3:20])([CH3:21])[O:19]2)=[CH:30][C:29]=1[NH:31][S:32]([CH3:35])(=[O:34])=[O:33], predict the reactants needed to synthesize it. The reactants are: C([O-])(=O)C.[K+].[B:15]1([B:15]2[O:19][C:18]([CH3:21])([CH3:20])[C:17]([CH3:23])([CH3:22])[O:16]2)[O:19][C:18]([CH3:21])([CH3:20])[C:17]([CH3:23])([CH3:22])[O:16]1.Br[C:25]1[CH:26]=[CH:27][C:28]([O:36][CH3:37])=[C:29]([NH:31][S:32]([CH3:35])(=[O:34])=[O:33])[CH:30]=1.C(Cl)Cl.